From a dataset of Full USPTO retrosynthesis dataset with 1.9M reactions from patents (1976-2016). Predict the reactants needed to synthesize the given product. (1) Given the product [F:1][C:2]1[CH:7]=[CH:6][C:5]([C:8]2[CH2:13][CH2:12][NH:11][CH2:10][CH:9]=2)=[CH:4][CH:3]=1, predict the reactants needed to synthesize it. The reactants are: [F:1][C:2]1[CH:7]=[CH:6][C:5]([C:8]2[CH2:9][CH2:10][N:11](C(OC(C)(C)C)=O)[CH2:12][CH:13]=2)=[CH:4][CH:3]=1.Cl. (2) Given the product [CH3:17][C:11]1[CH:12]=[CH:13][CH:14]=[C:15]([CH3:16])[C:10]=1[CH2:9][O:8][C:7]1[CH:18]=[C:3]([CH2:2][C:21]#[N:22])[CH:4]=[CH:5][C:6]=1[O:19][CH3:20], predict the reactants needed to synthesize it. The reactants are: Br[CH2:2][C:3]1[CH:4]=[CH:5][C:6]([O:19][CH3:20])=[C:7]([CH:18]=1)[O:8][CH2:9][C:10]1[C:15]([CH3:16])=[CH:14][CH:13]=[CH:12][C:11]=1[CH3:17].[C-:21]#[N:22].[Na+]. (3) Given the product [CH3:1][C:2]1[CH:38]=[C:5]2[N:6]=[CH:7][C:8]3[CH:13]=[C:12]([C:14]4[CH:15]=[CH:16][CH:17]=[CH:18][CH:19]=4)[C:11]([C:20]4[CH:37]=[CH:36][C:23]([CH2:24][N:25]5[CH2:30][CH2:29][CH:28]([C:31]([OH:33])=[O:32])[CH2:27][CH2:26]5)=[CH:22][CH:21]=4)=[N:10][C:9]=3[N:4]2[N:3]=1, predict the reactants needed to synthesize it. The reactants are: [CH3:1][C:2]1[CH:38]=[C:5]2[N:6]=[CH:7][C:8]3[CH:13]=[C:12]([C:14]4[CH:19]=[CH:18][CH:17]=[CH:16][CH:15]=4)[C:11]([C:20]4[CH:37]=[CH:36][C:23]([CH2:24][N:25]5[CH2:30][CH2:29][CH:28]([C:31]([O:33]CC)=[O:32])[CH2:27][CH2:26]5)=[CH:22][CH:21]=4)=[N:10][C:9]=3[N:4]2[N:3]=1.O.[Li+].[OH-]. (4) The reactants are: [NH2:1][C:2]1[N:10]=[C:9]([O:11][CH2:12][CH2:13][CH2:14][CH3:15])[N:8]=[C:7]2[C:3]=1[NH:4][C:5](=[O:38])[N:6]2[CH2:16][CH2:17][CH2:18][N:19]([CH2:26][C:27]1[CH:28]=[C:29]([CH2:33][C:34]([O:36][CH3:37])=[O:35])[CH:30]=[CH:31][CH:32]=1)[CH:20]1[CH2:25][CH2:24][NH:23][CH2:22][CH2:21]1.Br[CH2:40][CH2:41][C:42]#[N:43]. Given the product [NH2:1][C:2]1[N:10]=[C:9]([O:11][CH2:12][CH2:13][CH2:14][CH3:15])[N:8]=[C:7]2[C:3]=1[NH:4][C:5](=[O:38])[N:6]2[CH2:16][CH2:17][CH2:18][N:19]([CH2:26][C:27]1[CH:28]=[C:29]([CH2:33][C:34]([O:36][CH3:37])=[O:35])[CH:30]=[CH:31][CH:32]=1)[CH:20]1[CH2:25][CH2:24][N:23]([CH2:40][CH2:41][C:42]#[N:43])[CH2:22][CH2:21]1, predict the reactants needed to synthesize it. (5) Given the product [NH:14]1[C:22]2[C:17](=[CH:18][C:19]([NH:23][S:24]([CH:27]3[CH2:32][CH2:31][N:30]([C:33]([O:35][CH2:36][C:37]4[CH:42]=[CH:41][CH:40]=[CH:39][CH:38]=4)=[O:34])[CH2:29][CH2:28]3)(=[O:26])=[O:25])=[CH:20][CH:21]=2)[CH:16]=[N:15]1, predict the reactants needed to synthesize it. The reactants are: FC(F)(F)C(O)=O.O1CCCCC1[N:14]1[C:22]2[C:17](=[CH:18][C:19]([NH:23][S:24]([CH:27]3[CH2:32][CH2:31][N:30]([C:33]([O:35][CH2:36][C:37]4[CH:42]=[CH:41][CH:40]=[CH:39][CH:38]=4)=[O:34])[CH2:29][CH2:28]3)(=[O:26])=[O:25])=[CH:20][CH:21]=2)[CH:16]=[N:15]1. (6) Given the product [B:9]1([C:6]2[CH:5]=[CH:4][C:3]([C:1]#[N:2])=[CH:8][CH:7]=2)[C:17]2[CH:16]=[CH:15][CH:20]=[CH:19][C:11]=2[CH2:12][O:13]1, predict the reactants needed to synthesize it. The reactants are: [C:1]([C:3]1[CH:8]=[CH:7][C:6]([B:9]2[O:13][CH2:12][CH2:11]O2)=[CH:5][CH:4]=1)#[N:2].Br[C:15]1[CH:20]=[CH:19]C=[CH:17][C:16]=1COCOC. (7) Given the product [F:1][C:2]1[CH:7]=[C:6]([F:8])[CH:5]=[C:4]([F:9])[C:3]=1[Br:10], predict the reactants needed to synthesize it. The reactants are: [F:1][C:2]1[CH:7]=[C:6]([F:8])[CH:5]=[C:4]([F:9])[CH:3]=1.[Br:10]Br. (8) Given the product [F:52][C:49]([F:50])([F:51])[S:46]([NH:45][CH2:44][C:42]1[S:43][C:39]([C:36]2[CH:35]=[CH:34][C:33]([NH:32][C:63]([NH:62][C:55]3[C:56]([F:61])=[CH:57][C:58]([F:60])=[CH:59][C:54]=3[F:53])=[O:64])=[CH:38][CH:37]=2)=[CH:40][N:41]=1)(=[O:48])=[O:47], predict the reactants needed to synthesize it. The reactants are: FC(F)(F)C1C=C(NC(=O)NC2C=CC(C3SC(CCC(OC)=O)=NC=3)=CC=2)C=CC=1.[NH2:32][C:33]1[CH:38]=[CH:37][C:36]([C:39]2[S:43][C:42]([CH2:44][NH:45][S:46]([C:49]([F:52])([F:51])[F:50])(=[O:48])=[O:47])=[N:41][CH:40]=2)=[CH:35][CH:34]=1.[F:53][C:54]1[CH:59]=[C:58]([F:60])[CH:57]=[C:56]([F:61])[C:55]=1[N:62]=[C:63]=[O:64]. (9) Given the product [Cl:17][C:18]1[CH:19]=[CH:20][C:21]([C:24]2[CH:25]=[CH:26][C:27]([C:30]#[C:31][C:2]3[CH:3]=[CH:4][C:5]([NH:8][CH2:9][CH2:10][N:11]4[CH2:16][CH2:15][CH2:14][CH2:13][CH2:12]4)=[N:6][CH:7]=3)=[N:28][CH:29]=2)=[CH:22][CH:23]=1, predict the reactants needed to synthesize it. The reactants are: I[C:2]1[CH:3]=[CH:4][C:5]([NH:8][CH2:9][CH2:10][N:11]2[CH2:16][CH2:15][CH2:14][CH2:13][CH2:12]2)=[N:6][CH:7]=1.[Cl:17][C:18]1[CH:23]=[CH:22][C:21]([C:24]2[CH:25]=[CH:26][C:27]([C:30]#[CH:31])=[N:28][CH:29]=2)=[CH:20][CH:19]=1. (10) Given the product [CH3:1][O:2][C:3]([N:5]([C:19]1[C:28]([C:29]([O:31][CH3:32])=[O:30])=[C:27]2[C:22]([CH:23]3[CH2:33][CH:24]3[CH2:25][O:26]2)=[CH:21][CH:20]=1)[S:6]([C:9]1[CH:14]=[CH:13][C:12]([F:15])=[CH:11][C:10]=1[NH2:16])(=[O:7])=[O:8])=[O:4], predict the reactants needed to synthesize it. The reactants are: [CH3:1][O:2][C:3]([N:5]([C:19]1[C:28]([C:29]([O:31][CH3:32])=[O:30])=[C:27]2[C:22]([CH:23]3[CH2:33][CH:24]3[CH2:25][O:26]2)=[CH:21][CH:20]=1)[S:6]([C:9]1[CH:14]=[CH:13][C:12]([F:15])=[CH:11][C:10]=1[N+:16]([O-])=O)(=[O:8])=[O:7])=[O:4].C(O)(=O)C.